From a dataset of Catalyst prediction with 721,799 reactions and 888 catalyst types from USPTO. Predict which catalyst facilitates the given reaction. (1) Reactant: [NH2:1][C:2]1[C:7]([C:8]([CH:10]2[CH2:15][CH2:14][CH2:13][CH2:12][CH2:11]2)=[O:9])=[CH:6][CH:5]=[CH:4][N:3]=1.C1CCC(N=C=NC2CCCCC2)CC1.[C:31]([O:35][C:36]([NH:38][CH:39]([C:43]1[S:44][CH:45]=[CH:46][CH:47]=1)[C:40](O)=[O:41])=[O:37])([CH3:34])([CH3:33])[CH3:32]. Product: [CH:10]1([C:8]([C:7]2[C:2]([NH:1][C:40](=[O:41])[CH:39]([NH:38][C:36](=[O:37])[O:35][C:31]([CH3:32])([CH3:34])[CH3:33])[C:43]3[S:44][CH:45]=[CH:46][CH:47]=3)=[N:3][CH:4]=[CH:5][CH:6]=2)=[O:9])[CH2:11][CH2:12][CH2:13][CH2:14][CH2:15]1. The catalyst class is: 76. (2) Reactant: [NH2:1][C:2]1[N:3]=[C:4]2[CH:9]=[CH:8][C:7]([O:10][C:11]3[CH:12]=[C:13]([NH:18][C:19]([C:21]4[N:25]([CH3:26])[N:24]=[C:23]([CH3:27])[CH:22]=4)=[O:20])[CH:14]=[C:15]([CH3:17])[CH:16]=3)=[CH:6][N:5]2[CH:28]=1.[CH:29]1([C:32](Cl)=[O:33])[CH2:31][CH2:30]1. Product: [CH:29]1([C:32]([NH:1][C:2]2[N:3]=[C:4]3[CH:9]=[CH:8][C:7]([O:10][C:11]4[CH:12]=[C:13]([NH:18][C:19]([C:21]5[N:25]([CH3:26])[N:24]=[C:23]([CH3:27])[CH:22]=5)=[O:20])[CH:14]=[C:15]([CH3:17])[CH:16]=4)=[CH:6][N:5]3[CH:28]=2)=[O:33])[CH2:31][CH2:30]1. The catalyst class is: 80. (3) The catalyst class is: 10. Reactant: C([N:4]1[CH2:13][C:12]([CH3:15])([CH3:14])[C:11]2[C:6](=[CH:7][C:8]([C:16]3[N:20]([C:21]4[CH:26]=[CH:25][C:24]([S:27]([NH2:30])(=[O:29])=[O:28])=[CH:23][CH:22]=4)[C:19]([CH3:31])=[C:18]([C:32](=[O:35])[CH2:33][CH3:34])[CH:17]=3)=[CH:9][CH:10]=2)[CH2:5]1)(=O)C. Product: [CH3:15][C:12]1([CH3:14])[C:11]2[C:6](=[CH:7][C:8]([C:16]3[N:20]([C:21]4[CH:22]=[CH:23][C:24]([S:27]([NH2:30])(=[O:29])=[O:28])=[CH:25][CH:26]=4)[C:19]([CH3:31])=[C:18]([C:32](=[O:35])[CH2:33][CH3:34])[CH:17]=3)=[CH:9][CH:10]=2)[CH2:5][NH:4][CH2:13]1. (4) Reactant: [C:1]([C:4]1[CH:5]=[C:6]2[CH:12]=[CH:11][O:10][C:7]2=[CH:8][N:9]=1)(=[O:3])[CH3:2].[H-].C([Al+]CC(C)C)C(C)C.[Cl-].[NH4+]. Product: [OH:3][CH:1]([C:4]1[CH:5]=[C:6]2[CH:12]=[CH:11][O:10][C:7]2=[CH:8][N:9]=1)[CH3:2]. The catalyst class is: 11. (5) Reactant: C(OC(=O)[NH:7][C@H:8]([C:13](=[O:41])[NH:14][CH2:15][C:16]1[C:25]2[CH2:24][CH2:23][CH2:22][C:21](=[O:26])[C:20]=2[CH:19]=[CH:18][C:17]=1[O:27][C@@H:28]([C:35]1[CH:40]=[CH:39][CH:38]=[CH:37][CH:36]=1)[CH2:29][N:30]1[CH:34]=[CH:33][N:32]=[CH:31]1)[CH2:9][CH2:10][S:11][CH3:12])(C)(C)C.Cl. Product: [NH2:7][C@@H:8]([CH2:9][CH2:10][S:11][CH3:12])[C:13]([NH:14][CH2:15][C:16]1[C:25]2[CH2:24][CH2:23][CH2:22][C:21](=[O:26])[C:20]=2[CH:19]=[CH:18][C:17]=1[O:27][C@@H:28]([C:35]1[CH:36]=[CH:37][CH:38]=[CH:39][CH:40]=1)[CH2:29][N:30]1[CH:34]=[CH:33][N:32]=[CH:31]1)=[O:41]. The catalyst class is: 71. (6) Reactant: C(=O)([O-])[O-].[K+].[K+].[Br:7][C:8]1[CH:13]=[CH:12][C:11]([OH:14])=[C:10]([F:15])[CH:9]=1.Cl.Cl[CH2:18][CH2:19][N:20]1[CH2:25][CH2:24][CH2:23][CH2:22][CH2:21]1. Product: [Br:7][C:8]1[CH:13]=[CH:12][C:11]([O:14][CH2:18][CH2:19][N:20]2[CH2:25][CH2:24][CH2:23][CH2:22][CH2:21]2)=[C:10]([F:15])[CH:9]=1. The catalyst class is: 10.